From a dataset of TCR-epitope binding with 47,182 pairs between 192 epitopes and 23,139 TCRs. Binary Classification. Given a T-cell receptor sequence (or CDR3 region) and an epitope sequence, predict whether binding occurs between them. (1) The epitope is SEPVLKGVKL. The TCR CDR3 sequence is CASSLGTSGRGDEQFF. Result: 0 (the TCR does not bind to the epitope). (2) The epitope is KAYNVTQAF. The TCR CDR3 sequence is CASSSRLDGFSSYNEQFF. Result: 1 (the TCR binds to the epitope).